The task is: Predict which catalyst facilitates the given reaction.. This data is from Catalyst prediction with 721,799 reactions and 888 catalyst types from USPTO. (1) Reactant: [CH:1]1(B(O)O)[CH2:3][CH2:2]1.C(=O)([O-])[O-].[Na+].[Na+].C1(P(C2CCCCC2)C2C=CC=CC=2C2C(OC)=CC=CC=2OC)CCCCC1.Br[C:43]1[CH:50]=[CH:49][C:46]([CH:47]=[O:48])=[C:45]([F:51])[C:44]=1[F:52]. Product: [CH:1]1([C:43]2[CH:50]=[CH:49][C:46]([CH:47]=[O:48])=[C:45]([F:51])[C:44]=2[F:52])[CH2:3][CH2:2]1. The catalyst class is: 491. (2) Reactant: [F:1][C:2]1[CH:3]=[C:4](I)[C:5](=[O:9])[N:6]([CH3:8])[CH:7]=1.C([Mg]Cl)(C)C.CN(C)[CH:18]=[O:19]. Product: [F:1][C:2]1[CH:3]=[C:4]([CH:18]=[O:19])[C:5](=[O:9])[N:6]([CH3:8])[CH:7]=1. The catalyst class is: 7. (3) Reactant: [Br:1][C:2]1[N:7]=[CH:6][C:5]2[N:8]([CH3:16])[C:9]([C:11]3[CH:12]=[N:13][NH:14][CH:15]=3)=[N:10][C:4]=2[CH:3]=1.[H-].[Na+].[CH3:19][Si:20]([CH3:27])([CH3:26])[CH2:21][CH2:22][O:23][CH2:24]Cl. Product: [Br:1][C:2]1[N:7]=[CH:6][C:5]2[N:8]([CH3:16])[C:9]([C:11]3[CH:15]=[N:14][N:13]([CH2:24][O:23][CH2:22][CH2:21][Si:20]([CH3:27])([CH3:26])[CH3:19])[CH:12]=3)=[N:10][C:4]=2[CH:3]=1. The catalyst class is: 3. (4) Reactant: [Cl:1][C:2]1[C:7]([Cl:8])=[C:6]([F:9])[CH:5]=[CH:4][C:3]=1[C:10]([N:12]1[CH2:17][CH2:16][NH:15][C:14](=O)[CH2:13]1)=[O:11].F[B-](F)(F)F.C([O+](CC)CC)C.[F:31][C:32]1[CH:33]=[CH:34][C:35]([C:38]([NH:40][NH2:41])=O)=[N:36][CH:37]=1. Product: [Cl:1][C:2]1[C:7]([Cl:8])=[C:6]([F:9])[CH:5]=[CH:4][C:3]=1[C:10]([N:12]1[CH2:17][CH2:16][N:15]2[C:38]([C:35]3[CH:34]=[CH:33][C:32]([F:31])=[CH:37][N:36]=3)=[N:40][N:41]=[C:14]2[CH2:13]1)=[O:11]. The catalyst class is: 4. (5) Reactant: O=[CH:2][C:3]([O:5][CH2:6][CH3:7])=[O:4].[CH3:8][C:9]([S:12]([NH2:14])=[O:13])([CH3:11])[CH3:10]. Product: [C:9]([S:12]([N:14]=[CH:2][C:3]([O:5][CH2:6][CH3:7])=[O:4])=[O:13])([CH3:11])([CH3:10])[CH3:8]. The catalyst class is: 2. (6) Reactant: [CH3:1][C:2]([CH3:27])([O:5][C:6]1[CH:7]=[CH:8][C:9]2[C:10](=[O:26])[C:11]3[C:16]([O:17][C:18]=2[C:19]=1[O:20][C:21]([CH3:25])([CH3:24])[C:22]#[CH:23])=[CH:15][CH:14]=[CH:13][CH:12]=3)[C:3]#[CH:4]. Product: [CH3:1][C:2]([CH3:27])([O:5][C:6]1[CH:7]=[CH:8][C:9]2[C:10](=[O:26])[C:11]3[C:16]([O:17][C:18]=2[C:19]=1[O:20][C:21]([CH3:25])([CH3:24])[CH:22]=[CH2:23])=[CH:15][CH:14]=[CH:13][CH:12]=3)[CH:3]=[CH2:4]. The catalyst class is: 19. (7) Reactant: [Cl:1][C:2]1[C:7]([C:8]([NH:12][CH:13]2[CH2:15][CH:14]2[CH2:16][CH3:17])=[CH:9][C:10]#[N:11])=[CH:6][CH:5]=[CH:4][N:3]=1.[H-].[Na+].[CH2:20]([N:22]=[C:23]=[S:24])[CH3:21]. Product: [Cl:1][C:2]1[C:7](/[C:8](/[NH:12][CH:13]2[CH2:15][CH:14]2[CH2:16][CH3:17])=[C:9](\[C:10]#[N:11])/[C:23](=[S:24])[NH:22][CH2:20][CH3:21])=[CH:6][CH:5]=[CH:4][N:3]=1. The catalyst class is: 9. (8) Product: [Cl:1][C:2]1[CH:3]=[C:4]([C:17]2[N:21]([C:22]3[CH:27]=[CH:26][CH:25]=[CH:24][CH:23]=3)[N:20]=[C:19]([NH:28][C:35]([C@H:32]3[CH2:31][C:30](=[O:29])[NH:34][CH2:33]3)=[O:36])[CH:18]=2)[CH:5]=[C:6]([CH2:8][O:9][C:10]([CH3:15])([CH3:16])[C:11]([F:14])([F:12])[F:13])[CH:7]=1. The catalyst class is: 80. Reactant: [Cl:1][C:2]1[CH:3]=[C:4]([C:17]2[N:21]([C:22]3[CH:27]=[CH:26][CH:25]=[CH:24][CH:23]=3)[N:20]=[C:19]([NH2:28])[CH:18]=2)[CH:5]=[C:6]([CH2:8][O:9][C:10]([CH3:16])([CH3:15])[C:11]([F:14])([F:13])[F:12])[CH:7]=1.[O:29]=[C:30]1[NH:34][CH2:33][C@@H:32]([C:35](O)=[O:36])[CH2:31]1.CCN=C=NCCCN(C)C.Cl.O.